This data is from Forward reaction prediction with 1.9M reactions from USPTO patents (1976-2016). The task is: Predict the product of the given reaction. (1) Given the reactants C[C:2]1[CH:3]=[CH:4][C:5]([NH2:8])=[N:6][CH:7]=1.[O:9]1[CH:13]=[CH:12][CH:11]=[C:10]1[CH:14]=O.[CH:16]1([N+:22]#[C-:23])[CH2:21][CH2:20][CH2:19][CH2:18][CH2:17]1.[Cl:24](O)(=O)(=O)=O.[C:29]([Cl:32])(=[O:31])[CH3:30], predict the reaction product. The product is: [ClH:24].[Cl-:32].[C:29]([N+:8]1[C:14]([C:10]2[O:9][CH:13]=[CH:12][CH:11]=2)=[C:23]([NH:22][CH:16]2[CH2:21][CH2:20][CH2:19][CH2:18][CH2:17]2)[N:6]2[CH:7]=[CH:2][CH:3]=[CH:4][C:5]=12)(=[O:31])[CH3:30]. (2) Given the reactants [Br:1][C:2]1[CH:3]=[CH:4][C:5]2[O:6][CH2:7][C:8](=O)[NH:9][C:10]=2[N:11]=1.BrC1N=C([N+]([O-])=O)C(OCCBr)=CC=1.C([O-])([O-])=O.[K+].[K+], predict the reaction product. The product is: [Br:1][C:2]1[CH:3]=[CH:4][C:5]2[O:6][CH2:7][CH2:8][NH:9][C:10]=2[N:11]=1. (3) Given the reactants [NH2:1][C:2]1[CH:6]=[CH:5][N:4]([CH:7]2[CH2:10][N:9]([C:11]([O:13][C:14]([CH3:17])([CH3:16])[CH3:15])=[O:12])[CH2:8]2)[N:3]=1.Br[C:19]1[C:20](=[O:27])[N:21]([CH3:26])[N:22]=[C:23]([Cl:25])[CH:24]=1.C(=O)([O-])[O-].[Cs+].[Cs+].CC1(C)C2C(=C(P(C3C=CC=CC=3)C3C=CC=CC=3)C=CC=2)OC2C(P(C3C=CC=CC=3)C3C=CC=CC=3)=CC=CC1=2, predict the reaction product. The product is: [Cl:25][C:23]1[CH:24]=[C:19]([NH:1][C:2]2[CH:6]=[CH:5][N:4]([CH:7]3[CH2:8][N:9]([C:11]([O:13][C:14]([CH3:17])([CH3:16])[CH3:15])=[O:12])[CH2:10]3)[N:3]=2)[C:20](=[O:27])[N:21]([CH3:26])[N:22]=1. (4) Given the reactants [CH3:1][CH:2]1[CH2:10][C:9]2[C:4](=[CH:5][CH:6]=[CH:7][CH:8]=2)[NH:3]1.CN(C1C=CC=CN=1)C.[C:20](OC(=O)C)(=[O:22])[CH3:21], predict the reaction product. The product is: [C:20]([N:3]1[C:4]2[C:9](=[CH:8][CH:7]=[CH:6][CH:5]=2)[CH2:10][CH:2]1[CH3:1])(=[O:22])[CH3:21].